Dataset: Full USPTO retrosynthesis dataset with 1.9M reactions from patents (1976-2016). Task: Predict the reactants needed to synthesize the given product. (1) Given the product [Cl:1][C:2]1[N:7]=[C:6]([NH:23][C:20]2[CH:21]=[CH:22][C:17]3[CH2:16][N:15]([CH2:24][CH3:25])[CH2:14][CH2:13][N:12]([CH2:10][CH3:11])[C:18]=3[CH:19]=2)[C:5]([Cl:9])=[CH:4][N:3]=1, predict the reactants needed to synthesize it. The reactants are: [Cl:1][C:2]1[N:7]=[C:6](Cl)[C:5]([Cl:9])=[CH:4][N:3]=1.[CH2:10]([N:12]1[C:18]2[CH:19]=[C:20]([NH2:23])[CH:21]=[CH:22][C:17]=2[CH2:16][N:15]([CH2:24][CH3:25])[CH2:14][CH2:13]1)[CH3:11].C(O)C. (2) Given the product [CH2:1]([O:8][C:9]1[CH:14]=[CH:13][C:12]([CH2:15][C:17]2[C:22]([CH3:23])=[CH:21][C:20]([O:24][Si:25]([CH:26]([CH3:28])[CH3:27])([CH:32]([CH3:34])[CH3:33])[CH:29]([CH3:30])[CH3:31])=[CH:19][C:18]=2[CH3:35])=[CH:11][C:10]=1[S:36]([C:39]1[CH:44]=[CH:43][C:42]([F:45])=[CH:41][CH:40]=1)(=[O:37])=[O:38])[C:2]1[CH:3]=[CH:4][CH:5]=[CH:6][CH:7]=1, predict the reactants needed to synthesize it. The reactants are: [CH2:1]([O:8][C:9]1[CH:14]=[CH:13][C:12]([CH:15]([C:17]2[C:22]([CH3:23])=[CH:21][C:20]([O:24][Si:25]([CH:32]([CH3:34])[CH3:33])([CH:29]([CH3:31])[CH3:30])[CH:26]([CH3:28])[CH3:27])=[CH:19][C:18]=2[CH3:35])O)=[CH:11][C:10]=1[S:36]([C:39]1[CH:44]=[CH:43][C:42]([F:45])=[CH:41][CH:40]=1)(=[O:38])=[O:37])[C:2]1[CH:7]=[CH:6][CH:5]=[CH:4][CH:3]=1.C([SiH](CC)CC)C.FC(F)(F)S(O[Si](C)(C)C)(=O)=O.[Cl-].[NH4+].